From a dataset of Full USPTO retrosynthesis dataset with 1.9M reactions from patents (1976-2016). Predict the reactants needed to synthesize the given product. (1) Given the product [CH3:31][O:32][C:33]1[CH:38]=[CH:37][C:36]([O:1][CH:2]([C:23]2[CH:24]=[CH:25][C:26]([O:29][CH3:30])=[CH:27][CH:28]=2)[CH2:3][CH2:4][N:5]2[CH2:10][CH2:9][CH:8]([C:11]3[CH:12]=[C:13]([NH:17][C:18](=[O:22])[CH:19]([CH3:21])[CH3:20])[CH:14]=[CH:15][CH:16]=3)[CH2:7][CH2:6]2)=[CH:35][CH:34]=1, predict the reactants needed to synthesize it. The reactants are: [OH:1][CH:2]([C:23]1[CH:28]=[CH:27][C:26]([O:29][CH3:30])=[CH:25][CH:24]=1)[CH2:3][CH2:4][N:5]1[CH2:10][CH2:9][CH:8]([C:11]2[CH:12]=[C:13]([NH:17][C:18](=[O:22])[CH:19]([CH3:21])[CH3:20])[CH:14]=[CH:15][CH:16]=2)[CH2:7][CH2:6]1.[CH3:31][O:32][C:33]1[CH:38]=[CH:37][C:36](O)=[CH:35][CH:34]=1. (2) Given the product [NH2:10][C@H:11]1[C@@H:12]([CH2:16][N:17]2[N:21]=[C:20]([CH2:22][OH:23])[CH:19]=[N:18]2)[NH:13][C:14]1=[O:15], predict the reactants needed to synthesize it. The reactants are: C(OC(=O)[NH:10][C@@H:11]1[C:14](=[O:15])[NH:13][C@@H:12]1[CH2:16][N:17]1[N:21]=[C:20]([CH2:22][OH:23])[CH:19]=[N:18]1)C1C=CC=CC=1.